From a dataset of Peptide-MHC class I binding affinity with 185,985 pairs from IEDB/IMGT. Regression. Given a peptide amino acid sequence and an MHC pseudo amino acid sequence, predict their binding affinity value. This is MHC class I binding data. (1) The peptide sequence is RAVPPNPTI. The MHC is HLA-B35:01 with pseudo-sequence HLA-B35:01. The binding affinity (normalized) is 0.0847. (2) The peptide sequence is FLGKIWPSHK. The MHC is HLA-B54:01 with pseudo-sequence HLA-B54:01. The binding affinity (normalized) is 0. (3) The peptide sequence is ELDEIGEDV. The MHC is HLA-A02:06 with pseudo-sequence HLA-A02:06. The binding affinity (normalized) is 0.0847.